From a dataset of Forward reaction prediction with 1.9M reactions from USPTO patents (1976-2016). Predict the product of the given reaction. (1) Given the reactants O.[CH3:2][C@@H:3]([NH:14][CH2:15][CH2:16][CH2:17][C:18]1[CH:19]=[CH:20][CH:21]=[C:22]([C:24]([F:27])([F:26])[F:25])[CH:23]=1)[C:4]1[CH:5]=[CH:6][CH:7]=[C:8]2[CH:13]=[CH:12][CH:11]=[CH:10][C:9]=12.C([O-])(=O)C([O-])=O.[OH-].[Na+], predict the reaction product. The product is: [CH3:2][C@@H:3]([NH:14][CH2:15][CH2:16][CH2:17][C:18]1[CH:19]=[CH:20][CH:21]=[C:22]([C:24]([F:25])([F:26])[F:27])[CH:23]=1)[C:4]1[CH:5]=[CH:6][CH:7]=[C:8]2[CH:13]=[CH:12][CH:11]=[CH:10][C:9]=12. (2) Given the reactants Cl[C:2]1[C:11]2[C:6](=[CH:7][CH:8]=[C:9]([C:12]([F:15])([F:14])[F:13])[CH:10]=2)[CH:5]=[CH:4][N:3]=1.[OH-].[K+].[C:18]1([OH:24])[CH:23]=[CH:22][CH:21]=[CH:20][CH:19]=1, predict the reaction product. The product is: [O:24]([C:2]1[C:11]2[C:6](=[CH:7][CH:8]=[C:9]([C:12]([F:15])([F:14])[F:13])[CH:10]=2)[CH:5]=[CH:4][N:3]=1)[C:18]1[CH:23]=[CH:22][CH:21]=[CH:20][CH:19]=1. (3) Given the reactants [CH3:1][O:2][C:3]1[CH:4]=[C:5]([CH:7]=[CH:8][C:9]=1[F:10])[NH2:6].Cl[C:12](OC1C=CC([N+]([O-])=O)=CC=1)=[O:13].C(N(C(C)C)CC)(C)C.[Cl:33][C:34]1[CH:43]=[C:42]2[C:37]([C:38]([N:44]3[CH2:49][CH2:48][NH:47][CH2:46][CH2:45]3)=[CH:39][CH:40]=[N:41]2)=[CH:36][CH:35]=1, predict the reaction product. The product is: [Cl:33][C:34]1[CH:43]=[C:42]2[C:37]([C:38]([N:44]3[CH2:49][CH2:48][N:47]([C:12]([NH:6][C:5]4[CH:7]=[CH:8][C:9]([F:10])=[C:3]([O:2][CH3:1])[CH:4]=4)=[O:13])[CH2:46][CH2:45]3)=[CH:39][CH:40]=[N:41]2)=[CH:36][CH:35]=1. (4) The product is: [Cl:1][C:2]1[N:7]=[CH:6][C:5]2[NH:8][C:10]3[N:11]=[CH:12][CH:13]=[CH:14][C:9]=3[C:4]=2[C:3]=1[F:16]. Given the reactants [Cl:1][C:2]1[N:7]=[CH:6][C:5]([NH2:8])=[C:4]([C:9]2[C:10](F)=[N:11][CH:12]=[CH:13][CH:14]=2)[C:3]=1[F:16].C[Si]([N-][Si](C)(C)C)(C)C.[Na+], predict the reaction product. (5) Given the reactants [O:1]([CH2:8][CH2:9][CH2:10][Br:11])[C:2]1[CH:7]=[CH:6][CH:5]=[CH:4][CH:3]=1.[C:12]1([P:18]([C:25]2[CH:30]=[CH:29][CH:28]=[CH:27][CH:26]=2)[C:19]2[CH:24]=[CH:23][CH:22]=[CH:21][CH:20]=2)[CH:17]=[CH:16][CH:15]=[CH:14][CH:13]=1, predict the reaction product. The product is: [Br-:11].[O:1]([CH2:8][CH2:9][CH2:10][P+:18]([C:19]1[CH:20]=[CH:21][CH:22]=[CH:23][CH:24]=1)([C:25]1[CH:30]=[CH:29][CH:28]=[CH:27][CH:26]=1)[C:12]1[CH:13]=[CH:14][CH:15]=[CH:16][CH:17]=1)[C:2]1[CH:7]=[CH:6][CH:5]=[CH:4][CH:3]=1. (6) The product is: [Br:1][C:22]1[C:21]([C:23]2[CH:28]=[CH:27][CH:26]=[CH:25][CH:24]=2)=[N:20][N:14]2[C:15]([Si:16]([CH3:19])([CH3:18])[CH3:17])=[C:10]([Cl:9])[CH:11]=[CH:12][C:13]=12. Given the reactants [Br:1]N1C(=O)CCC1=O.[Cl:9][C:10]1[CH:11]=[CH:12][C:13]2[N:14]([N:20]=[C:21]([C:23]3[CH:28]=[CH:27][CH:26]=[CH:25][CH:24]=3)[CH:22]=2)[C:15]=1[Si:16]([CH3:19])([CH3:18])[CH3:17].C(=O)(O)[O-].[Na+], predict the reaction product. (7) Given the reactants [Cl:1][C:2]1[CH:3]=[CH:4][C:5]([C:8]([OH:10])=O)=[N:6][CH:7]=1.[NH2:11][C:12]1[CH:13]=[CH:14][C:15]([F:28])=[C:16]([C@:18]2([CH3:27])[CH2:23][S:22](=[O:25])(=[O:24])[CH2:21][C:20]([NH2:26])=[N:19]2)[CH:17]=1, predict the reaction product. The product is: [NH2:26][C:20]1[CH2:21][S:22](=[O:24])(=[O:25])[CH2:23][C@:18]([C:16]2[CH:17]=[C:12]([NH:11][C:8]([C:5]3[CH:4]=[CH:3][C:2]([Cl:1])=[CH:7][N:6]=3)=[O:10])[CH:13]=[CH:14][C:15]=2[F:28])([CH3:27])[N:19]=1.